This data is from Reaction yield outcomes from USPTO patents with 853,638 reactions. The task is: Predict the reaction yield, written as a fraction of the theoretical maximum amount of product (1.0 means a 100% yield; for example, 0.34 means a 34% yield). (1) The catalyst is O1CCCC1.O.[Fe]. The product is [Cl:1][C:2]1[CH:7]=[CH:6][C:5]([N:8]2[N:9]=[C:10]3[CH:17]=[CH:16][C:15]([S:18]([CH3:21])(=[O:20])=[O:19])=[CH:14][C:11]3=[N:12]2)=[CH:4][CH:3]=1. The reactants are [Cl:1][C:2]1[CH:7]=[CH:6][C:5]([N:8]2[N+:12]([O-])=[C:11]3[CH:14]=[C:15]([S:18]([CH3:21])(=[O:20])=[O:19])[CH:16]=[CH:17][C:10]3=[N:9]2)=[CH:4][CH:3]=1.[Cl-].[NH4+]. The yield is 0.200. (2) The reactants are [Br:1][C:2]1[CH:3]=[CH:4][C:5]([F:20])=[C:6]([C@:8]([NH:12][C:13](=[O:19])[O:14][C:15]([CH3:18])([CH3:17])[CH3:16])([CH3:11])[CH:9]=[O:10])[CH:7]=1.[CH2:21]([Mg]Cl)[CH:22]=[CH2:23]. The catalyst is C1COCC1. The product is [Br:1][C:2]1[CH:3]=[CH:4][C:5]([F:20])=[C:6]([C@@:8]([NH:12][C:13](=[O:19])[O:14][C:15]([CH3:16])([CH3:18])[CH3:17])([CH:9]([OH:10])[CH2:23][CH:22]=[CH2:21])[CH3:11])[CH:7]=1. The yield is 0.970. (3) The reactants are C1(P(C2C=CC=CC=2)C2C=CC=CC=2)C=CC=CC=1.[OH-].[Na+].[CH3:22]/[C:23](/[CH:31]=[O:32])=[CH:24]/[C:25]1[CH:30]=[CH:29][CH:28]=[CH:27][CH:26]=1.[H][H]. No catalyst specified. The product is [CH3:22]/[C:23](/[CH2:31][OH:32])=[CH:24]\[C:25]1[CH:30]=[CH:29][CH:28]=[CH:27][CH:26]=1. The yield is 0.940.